From a dataset of Reaction yield outcomes from USPTO patents with 853,638 reactions. Predict the reaction yield, written as a fraction of the theoretical maximum amount of product (1.0 means a 100% yield; for example, 0.34 means a 34% yield). (1) The reactants are C([O:8][C:9]1[CH:43]=[CH:42][C:12]2[C:13]3[CH:14]([C:27]4[CH:32]=[CH:31][C:30]([O:33][CH2:34][CH2:35][N:36]5[CH2:41][CH2:40][CH2:39][CH2:38][CH2:37]5)=[CH:29][CH:28]=4)[N:15]([CH3:26])[C:16]4[CH:17]=[C:18]([F:25])[CH:19]=[CH:20][C:21]=4[C:22]=3[CH:23]=[CH:24][C:11]=2[CH:10]=1)C1C=CC=CC=1.C([O-])=O.[NH4+].CO. The catalyst is [Pd].C(O)C. The product is [F:25][C:18]1[CH:19]=[CH:20][C:21]2[C:22]3[CH:23]=[CH:24][C:11]4[CH:10]=[C:9]([OH:8])[CH:43]=[CH:42][C:12]=4[C:13]=3[CH:14]([C:27]3[CH:28]=[CH:29][C:30]([O:33][CH2:34][CH2:35][N:36]4[CH2:41][CH2:40][CH2:39][CH2:38][CH2:37]4)=[CH:31][CH:32]=3)[N:15]([CH3:26])[C:16]=2[CH:17]=1. The yield is 0.800. (2) The reactants are Br[C:2]1[CH:7]=[CH:6][C:5]([C:8]2[N:13]=[CH:12][C:11]([C:14]([NH:17][C:18](=[O:24])[O:19][C:20]([CH3:23])([CH3:22])[CH3:21])([CH3:16])[CH3:15])=[CH:10][CH:9]=2)=[CH:4][CH:3]=1.[PH:25](=[O:32])([O:29][CH2:30][CH3:31])[O:26][CH2:27][CH3:28].CCN(CC)CC. The catalyst is C1(C)C=CC=CC=1.C1C=CC(P(C2C=CC=CC=2)[C-]2C=CC=C2)=CC=1.C1C=CC(P(C2C=CC=CC=2)[C-]2C=CC=C2)=CC=1.Cl[Pd]Cl.[Fe+2]. The product is [CH2:27]([O:26][P:25]([C:2]1[CH:7]=[CH:6][C:5]([C:8]2[N:13]=[CH:12][C:11]([C:14]([NH:17][C:18](=[O:24])[O:19][C:20]([CH3:23])([CH3:22])[CH3:21])([CH3:16])[CH3:15])=[CH:10][CH:9]=2)=[CH:4][CH:3]=1)([O:29][CH2:30][CH3:31])=[O:32])[CH3:28]. The yield is 0.924. (3) The reactants are C(N(C(C)C)CC)(C)C.[F:10][C:11]([F:24])([F:23])[S:12]([O:15]S(C(F)(F)F)(=O)=O)(=[O:14])=[O:13].O[C:26]1[CH:27]=[C:28]2[C:33](=[CH:34][CH:35]=1)[C:32]([C:36]([O:38][CH3:39])=[O:37])=[CH:31][CH:30]=[CH:29]2.[NH4+].[Cl-]. The catalyst is C(Cl)Cl. The product is [F:10][C:11]([F:24])([F:23])[S:12]([O:15][C:26]1[CH:27]=[C:28]2[C:33](=[CH:34][CH:35]=1)[C:32]([C:36]([O:38][CH3:39])=[O:37])=[CH:31][CH:30]=[CH:29]2)(=[O:14])=[O:13]. The yield is 0.960. (4) The reactants are [F:1][C:2]1[CH:3]=[CH:4][C:5]2[N:6]([CH:8]=[C:9]([CH2:11]O)[N:10]=2)[CH:7]=1.S(Cl)([Cl:15])=O. No catalyst specified. The product is [Cl:15][CH2:11][C:9]1[N:10]=[C:5]2[CH:4]=[CH:3][C:2]([F:1])=[CH:7][N:6]2[CH:8]=1. The yield is 0.740. (5) The reactants are F[P-](F)(F)(F)(F)F.N1(O[P+](N(C)C)(N(C)C)N(C)C)C2C=CC=CC=2N=N1.[CH:28]1([CH2:33][CH:34]([C:38]2[CH:43]=[CH:42][C:41]([S:44][CH3:45])=[C:40]([C:46]([F:49])([F:48])[F:47])[CH:39]=2)[C:35](O)=[O:36])[CH2:32][CH2:31][CH2:30][CH2:29]1.C(N(CC)C(C)C)(C)C.[NH2:59][C:60]1[S:61][CH:62]=[CH:63][N:64]=1.Cl. The catalyst is CN(C)C=O.O. The product is [CH:28]1([CH2:33][CH:34]([C:38]2[CH:43]=[CH:42][C:41]([S:44][CH3:45])=[C:40]([C:46]([F:49])([F:48])[F:47])[CH:39]=2)[C:35]([NH:59][C:60]2[S:61][CH:62]=[CH:63][N:64]=2)=[O:36])[CH2:29][CH2:30][CH2:31][CH2:32]1. The yield is 0.431. (6) The yield is 0.730. The catalyst is C(O)C. The reactants are Cl[C:2]1[C:7]([C:8]([F:11])([F:10])[F:9])=[CH:6][N:5]=[C:4]([NH:12][C:13]2[CH:18]=[CH:17][C:16]([P:19]([CH3:22])([CH3:21])=[O:20])=[CH:15][CH:14]=2)[N:3]=1.C(N(CC)CC)C.[C:30]1([N:36]2[CH2:41][CH2:40][NH:39][CH2:38][CH2:37]2)[CH:35]=[CH:34][CH:33]=[CH:32][CH:31]=1. The product is [CH3:21][P:19]([C:16]1[CH:17]=[CH:18][C:13]([NH:12][C:4]2[N:3]=[C:2]([N:39]3[CH2:40][CH2:41][N:36]([C:30]4[CH:35]=[CH:34][CH:33]=[CH:32][CH:31]=4)[CH2:37][CH2:38]3)[C:7]([C:8]([F:11])([F:10])[F:9])=[CH:6][N:5]=2)=[CH:14][CH:15]=1)([CH3:22])=[O:20].